This data is from hERG potassium channel inhibition data for cardiac toxicity prediction from Karim et al.. The task is: Regression/Classification. Given a drug SMILES string, predict its toxicity properties. Task type varies by dataset: regression for continuous values (e.g., LD50, hERG inhibition percentage) or binary classification for toxic/non-toxic outcomes (e.g., AMES mutagenicity, cardiotoxicity, hepatotoxicity). Dataset: herg_karim. (1) The drug is CCCCc1cc(N2CCN(CCc3ccc(OCCCN4CCCCCC4)cc3)CC2)c2nc(CCC(=O)O)ccc2c1. The result is 1 (blocker). (2) The compound is COc1cc2c(Oc3ccc4[nH]c(C)cc4c3F)ncnc2cc1OCCCN1CCCC1. The result is 0 (non-blocker). (3) The compound is c1ccc(CCN2[C@H]3CC[C@@H]2CC(c2c(-c4ccccc4)[nH]c4ccccc24)C3)cc1. The result is 1 (blocker). (4) The compound is C[C@@H]1[C@@H](c2ccc(OCCCN3CCCC3)cc2)Oc2ccccc2S1(=O)=O. The result is 1 (blocker). (5) The molecule is Cc1nc2cc3c(cc2o1)CCN(CCCSc1nnc(C2CCOCC2)n1C)CC3. The result is 0 (non-blocker). (6) The molecule is CNC(=O)c1nn(C)c2c1C(C)(C)Cc1cnc(Nc3ccc(N4CCN(C)CC4)cc3)nc1-2. The result is 0 (non-blocker). (7) The compound is CCC(O)COc1ccccc1C(=O)CCc1ccccc1. The result is 1 (blocker).